Dataset: Forward reaction prediction with 1.9M reactions from USPTO patents (1976-2016). Task: Predict the product of the given reaction. Given the reactants P([O-])([O-])([O-])=O.[K+].[K+].[K+].COC(C)(C)C.C([O:18][C:19](=[O:30])[CH2:20][CH:21]([NH2:29])[C:22]1[CH:27]=[CH:26][C:25]([CH3:28])=[CH:24][CH:23]=1)CC, predict the reaction product. The product is: [NH2:29][CH:21]([C:22]1[CH:23]=[CH:24][C:25]([CH3:28])=[CH:26][CH:27]=1)[CH2:20][C:19]([OH:30])=[O:18].